This data is from Blood-brain barrier permeability classification from the B3DB database. The task is: Regression/Classification. Given a drug SMILES string, predict its absorption, distribution, metabolism, or excretion properties. Task type varies by dataset: regression for continuous measurements (e.g., permeability, clearance, half-life) or binary classification for categorical outcomes (e.g., BBB penetration, CYP inhibition). Dataset: b3db_classification. (1) The drug is CCC(=O)O[C@H]1[C@H](O[C@@H]2[C@@H](C)[C@H](O[C@H]3C[C@@](C)(OC)[C@@H](O)[C@H](C)O3)[C@@H](C)C(=O)O[C@H](CC)[C@@](C)(O)[C@H](O)[C@@H](C)C(=O)[C@H](C)C[C@@]2(C)O)O[C@H](C)C[C@@H]1N(C)C. The result is 0 (does not penetrate BBB). (2) The molecule is O=C1N[C@H](CCCl)Oc2ccccc21. The result is 1 (penetrates BBB). (3) The drug is CC12CC(N)C1CN(c1nc3c(cc1F)c(=O)c(C(=O)O)cn3C1CC1)C2. The result is 0 (does not penetrate BBB). (4) The drug is O=c1cccc2n1C[C@H]1CNC(Br)[C@@H]2C1. The result is 1 (penetrates BBB). (5) The compound is O=C1CCNC1C(=O)N[C@H]1CC1c1ccccc1. The result is 1 (penetrates BBB). (6) The molecule is O=C1CCC(N2C(=O)c3ccccc3C2=O)C(=O)N1. The result is 1 (penetrates BBB). (7) The compound is O=C1NC(c2ccccc2)(c2ccccc2)C(=O)N1COP(=O)(O)O. The result is 1 (penetrates BBB). (8) The molecule is COc1cc(C=CC(=O)N2CCCCCCC2)cc(OC)c1OC. The result is 1 (penetrates BBB).